This data is from Reaction yield outcomes from USPTO patents with 853,638 reactions. The task is: Predict the reaction yield, written as a fraction of the theoretical maximum amount of product (1.0 means a 100% yield; for example, 0.34 means a 34% yield). (1) The reactants are S(Cl)(Cl)=O.[CH3:5][C:6]([CH3:32])([CH2:11][C:12](=[O:31])[NH:13][C:14]1[CH:15]=[N:16][C:17]([O:20][C:21](=[O:30])[N:22]([CH3:29])[C:23]2[CH:28]=[CH:27][CH:26]=[CH:25][CH:24]=2)=[CH:18][CH:19]=1)[CH2:7][C:8]([OH:10])=O.[CH3:33][N:34]([CH3:38])[CH2:35][CH2:36][NH2:37]. The catalyst is ClCCl. The product is [CH3:33][N:34]([CH3:38])[CH2:35][CH2:36][NH:37][C:8]([CH2:7][C:6]([CH3:32])([CH3:5])[CH2:11][C:12]([NH:13][C:14]1[CH:19]=[CH:18][C:17]([O:20][C:21](=[O:30])[N:22]([CH3:29])[C:23]2[CH:24]=[CH:25][CH:26]=[CH:27][CH:28]=2)=[N:16][CH:15]=1)=[O:31])=[O:10]. The yield is 0.390. (2) The reactants are [C:11]1([O:10]P(Cl)([O:10][C:11]2[CH:16]=[CH:15][CH:14]=[CH:13][CH:12]=2)=O)[CH:16]=[CH:15][CH:14]=[CH:13][CH:12]=1.C(N([CH2:23][CH3:24])CC)C.[NH2:25][CH:26]1[CH:31]2[CH2:32][CH2:33][N:28]([CH2:29][CH2:30]2)[CH:27]1[CH2:34][C:35]1[CH:36]=[N:37][CH:38]=[CH:39][CH:40]=1.[OH-:41].[Na+].Cl[CH2:44]Cl. No catalyst specified. The product is [N:37]1[CH:38]=[CH:39][CH:40]=[C:35]([CH2:34][CH:27]2[CH:26]([NH:25][C:44]([C:23]3[O:10][C:11]4[CH:12]=[CH:13][CH:14]=[CH:15][C:16]=4[CH:24]=3)=[O:41])[CH:31]3[CH2:30][CH2:29][N:28]2[CH2:33][CH2:32]3)[CH:36]=1. The yield is 0.420. (3) The reactants are CC[N+](S(N=C(OC)[O-])(=O)=O)(CC)CC.[C:16]([C@@H:19]1[CH2:24][CH2:23][CH2:22][CH2:21][C@H:20]1[NH:25][C:26](=[O:32])[O:27][C:28]([CH3:31])([CH3:30])[CH3:29])(=O)[NH2:17]. The product is [C:16]([C@@H:19]1[CH2:24][CH2:23][CH2:22][CH2:21][C@H:20]1[NH:25][C:26](=[O:32])[O:27][C:28]([CH3:30])([CH3:29])[CH3:31])#[N:17]. The catalyst is ClCCl. The yield is 0.710. (4) The reactants are [Br:1][C:2]1[CH:3]=[C:4]([CH:8]=[C:9]([Br:20])[C:10]=1[O:11][CH2:12][C:13]1[CH:18]=[CH:17][CH:16]=[C:15]([Br:19])[CH:14]=1)[C:5](O)=[O:6].[CH3:21][S:22]([NH2:25])(=[O:24])=[O:23]. No catalyst specified. The product is [Br:1][C:2]1[CH:3]=[C:4]([CH:8]=[C:9]([Br:20])[C:10]=1[O:11][CH2:12][C:13]1[CH:18]=[CH:17][CH:16]=[C:15]([Br:19])[CH:14]=1)[C:5]([NH:25][S:22]([CH3:21])(=[O:24])=[O:23])=[O:6]. The yield is 0.670. (5) The reactants are [NH:1]1[C:9]2[C:4](=[CH:5][CH:6]=[CH:7][CH:8]=2)[C:3]([C:10]([O:12][CH3:13])=[O:11])=[C:2]1[C:14]([O:16][CH3:17])=[O:15].C([O-])([O-])=O.[Cs+].[Cs+].[F:24][C:25]1[CH:32]=[CH:31][C:28]([CH2:29]Cl)=[CH:27][CH:26]=1. The catalyst is CN(C=O)C. The product is [F:24][C:25]1[CH:32]=[CH:31][C:28]([CH2:29][N:1]2[C:9]3[C:4](=[CH:5][CH:6]=[CH:7][CH:8]=3)[C:3]([C:10]([O:12][CH3:13])=[O:11])=[C:2]2[C:14]([O:16][CH3:17])=[O:15])=[CH:27][CH:26]=1. The yield is 0.345. (6) The reactants are [CH2:1]([N:3]1[C:7](O)=[N:6][C:5]([C:9]2[CH:10]=[N:11][CH:12]=[CH:13][CH:14]=2)=[N:4]1)[CH3:2].P(Br)(Br)([Br:17])=O.C(=O)(O)[O-].[Na+]. The yield is 0.502. The product is [Br:17][C:7]1[N:3]([CH2:1][CH3:2])[N:4]=[C:5]([C:9]2[CH:10]=[N:11][CH:12]=[CH:13][CH:14]=2)[N:6]=1. No catalyst specified.